This data is from Full USPTO retrosynthesis dataset with 1.9M reactions from patents (1976-2016). The task is: Predict the reactants needed to synthesize the given product. (1) Given the product [CH:33]1([C:2]2[C:3]([O:16][CH2:17][C:18]3([CH3:24])[CH2:19][CH2:20][CH2:21][CH2:22][CH2:23]3)=[CH:4][C:5]([F:15])=[C:6]([CH:14]=2)[C:7]([OH:9])=[O:8])[CH2:35][CH2:34]1, predict the reactants needed to synthesize it. The reactants are: Cl[C:2]1[C:3]([O:16][CH2:17][C:18]2([CH3:24])[CH2:23][CH2:22][CH2:21][CH2:20][CH2:19]2)=[CH:4][C:5]([F:15])=[C:6]([CH:14]=1)[C:7]([O:9]C(C)(C)C)=[O:8].P([O-])([O-])([O-])=O.[K+].[K+].[K+].[CH:33]1(B(O)O)[CH2:35][CH2:34]1.F[B-](F)(F)F.C1(P(C2CCCCC2)C2CCCCC2)CCCCC1. (2) Given the product [ClH:1].[CH2:40]([N:12]([CH2:13][CH2:14][CH2:15][C@H:16]([NH:17][C:18]([CH:20]1[CH2:25][CH2:24][CH2:23][NH:22][CH2:21]1)=[O:19])[C:33]([N:34]([CH2:35][CH2:36][NH:37][C:38]([O:39][CH2:40][C:41]1[CH:46]=[CH:45][CH:44]=[CH:43][CH:42]=1)=[O:47])[CH2:48][CH2:49][OH:50])=[O:51])[C:10](=[O:11])[OH:9])[C:41]1[CH:46]=[CH:45][CH:44]=[CH:43][CH:42]=1, predict the reactants needed to synthesize it. The reactants are: [ClH:1].C([O:9][C:10]([NH:12][CH2:13][CH2:14][CH2:15][C@@H:16]([C:33](=[O:51])[N:34]([CH2:48][CH2:49][OH:50])[CH2:35][CH2:36][NH:37][C:38](=[O:47])[O:39][CH2:40][C:41]1[CH:46]=[CH:45][CH:44]=[CH:43][CH:42]=1)[NH:17][C:18]([CH:20]1[CH2:25][CH2:24][CH2:23][N:22](C(OC(C)(C)C)=O)[CH2:21]1)=[O:19])=[O:11])C1C=CC=CC=1. (3) Given the product [NH2:23][C:24]1[N:33]=[C:32]([C:34]([N:36]2[CH2:37][C:38]3[C:43](=[CH:42][CH:41]=[CH:40][CH:39]=3)[CH2:44]2)=[O:35])[C:31]2[C:26](=[CH:27][CH:28]=[C:29]([C:2]3[CH:13]=[C:12]([F:14])[C:11]([F:15])=[CH:10][C:3]=3[CH2:4][NH:5][C:6]([CH3:9])([CH3:8])[CH3:7])[CH:30]=2)[N:25]=1, predict the reactants needed to synthesize it. The reactants are: Br[C:2]1[CH:13]=[C:12]([F:14])[C:11]([F:15])=[CH:10][C:3]=1[CH2:4][NH:5][C:6]([CH3:9])([CH3:8])[CH3:7].C(=O)([O-])[O-].[K+].[K+].O.[NH2:23][C:24]1[N:33]=[C:32]([C:34]([N:36]2[CH2:44][C:43]3[C:38](=[CH:39][CH:40]=[CH:41][CH:42]=3)[CH2:37]2)=[O:35])[C:31]2[C:26](=[CH:27][CH:28]=[C:29](B3OC(C)(C)C(C)(C)O3)[CH:30]=2)[N:25]=1. (4) The reactants are: [CH2:1]([C:3]1[CH:8]=[CH:7][C:6]([F:9])=[CH:5][CH:4]=1)[CH3:2].C([Li])(CC)C.B(OC)(OC)[O:16]C.OO.S([O-])([O-])=O.[Na+].[Na+]. Given the product [CH2:1]([C:3]1[CH:4]=[CH:5][C:6]([F:9])=[C:7]([OH:16])[CH:8]=1)[CH3:2], predict the reactants needed to synthesize it. (5) Given the product [Cl:4][C:2]1([CH3:19])[CH2:3][C:12]1([C:11]1[CH:7]=[CH:8][CH:9]=[CH:10][CH:5]=1)[C:13]1[CH:14]=[CH:15][CH:16]=[CH:17][CH:18]=1, predict the reactants needed to synthesize it. The reactants are: Cl[CH:2]([Cl:4])[CH3:3].[C:5]1([CH:11]=[CH:12][C:13]2[CH:18]=[CH:17][CH:16]=[CH:15][CH:14]=2)[CH:10]=[CH:9][CH:8]=[CH:7]C=1.[CH2:19]([Li])CCC.CCCCCC. (6) The reactants are: [Cl:1][C:2]1[CH:7]=[CH:6][C:5]([CH2:8][CH:9]2[CH:13]([C:14]3[CH:19]=[CH:18][C:17]([F:20])=[CH:16][CH:15]=3)[O:12]C(=O)[NH:10]2)=[CH:4][C:3]=1[O:22][C:23]([F:28])([F:27])[CH:24]([F:26])[F:25].[OH-].[Na+]. Given the product [NH2:10][CH:9]([CH2:8][C:5]1[CH:6]=[CH:7][C:2]([Cl:1])=[C:3]([O:22][C:23]([F:27])([F:28])[CH:24]([F:25])[F:26])[CH:4]=1)[CH:13]([C:14]1[CH:19]=[CH:18][C:17]([F:20])=[CH:16][CH:15]=1)[OH:12], predict the reactants needed to synthesize it. (7) Given the product [C:54]1([C:60]2[O:61][C:62]([C:68]([F:71])([F:70])[F:69])=[C:63]([C:4]([NH:6][C:7]3[CH:12]=[CH:11][C:10]([C:13]4[S:17][C:16]([CH2:18][CH2:19][NH:20][S:21]([C:24]([F:25])([F:26])[F:27])(=[O:22])=[O:23])=[N:15][CH:14]=4)=[CH:9][CH:8]=3)=[O:5])[N:64]=2)[CH:55]=[CH:56][CH:57]=[CH:58][CH:59]=1, predict the reactants needed to synthesize it. The reactants are: ClC1C=CC=CC=1[C:4]([NH:6][C:7]1[CH:12]=[CH:11][C:10]([C:13]2[S:17][C:16]([CH2:18][CH2:19][NH:20][S:21]([C:24]([F:27])([F:26])[F:25])(=[O:23])=[O:22])=[N:15][CH:14]=2)=[CH:9][CH:8]=1)=[O:5].NC1C=CC(C2SC(CCNS(C(F)(F)F)(=O)=O)=NC=2)=CC=1.[C:54]1([C:60]2[O:61][C:62]([C:68]([F:71])([F:70])[F:69])=[C:63](C(Cl)=O)[N:64]=2)[CH:59]=[CH:58][CH:57]=[CH:56][CH:55]=1. (8) Given the product [OH:38][CH2:37][CH:36]([NH:35][C:16]([C@@H:9]1[CH2:10][C:11](=[N:13][O:14][CH3:15])[CH2:12][N:8]1[C:6]([C:29]1[CH:28]=[CH:27][C:26]([C:21]2[CH:22]=[CH:23][CH:24]=[CH:25][C:20]=2[CH3:19])=[CH:31][CH:30]=1)=[O:7])=[O:18])[CH3:39], predict the reactants needed to synthesize it. The reactants are: C(O[C:6]([N:8]1[CH2:12][C:11](=[N:13][O:14][CH3:15])[CH2:10][C@H:9]1[C:16]([OH:18])=O)=[O:7])(C)(C)C.[CH3:19][C:20]1[CH:25]=[CH:24][CH:23]=[CH:22][C:21]=1[C:26]1[CH:31]=[CH:30][C:29](C(O)=O)=[CH:28][CH:27]=1.[NH2:35][CH:36]([CH3:39])[CH2:37][OH:38]. (9) Given the product [CH2:1]([C:8]1[CH:17]=[CH:16][C:15]2[NH:14][C:13]3[CH:18]=[N:19][N:20]([CH3:21])[C:12]=3[C:11](=[O:25])[C:10]=2[CH:9]=1)[C:2]1[CH:7]=[CH:6][CH:5]=[CH:4][CH:3]=1, predict the reactants needed to synthesize it. The reactants are: [CH2:1]([C:8]1[CH:17]=[CH:16][C:15]2[N:14]=[C:13]3[CH:18]=[N:19][N:20]([CH3:21])[C:12]3=[C:11](Cl)[C:10]=2[CH:9]=1)[C:2]1[CH:7]=[CH:6][CH:5]=[CH:4][CH:3]=1.C(O)(=[O:25])C. (10) Given the product [CH3:1][C@@:2]1([CH2:13][N:14]2[CH2:15][CH2:16][CH:17]([NH:20][CH2:21][C:40]3[CH:43]=[CH:44][C:37]([C:36]([F:46])([F:45])[F:35])=[CH:38][CH:39]=3)[CH2:18][CH2:19]2)[O:6][C:5]2=[N:7][C:8]([N+:10]([O-:12])=[O:11])=[CH:9][N:4]2[CH2:3]1, predict the reactants needed to synthesize it. The reactants are: [CH3:1][C@@:2]1([CH2:13][N:14]2[CH2:19][CH2:18][CH:17]([NH:20][C:21](=O)OC(C)(C)C)[CH2:16][CH2:15]2)[O:6][C:5]2=[N:7][C:8]([N+:10]([O-:12])=[O:11])=[CH:9][N:4]2[CH2:3]1.FC(F)(F)C(O)=O.[F:35][C:36]([F:46])([F:45])[C:37]1[CH:44]=[CH:43][C:40](C=O)=[CH:39][CH:38]=1.[B-]C#N.[Na+].C(O)(=O)C.